The task is: Predict the reactants needed to synthesize the given product.. This data is from Full USPTO retrosynthesis dataset with 1.9M reactions from patents (1976-2016). (1) Given the product [C:1]([O:5][C:6]([N:8]1[CH2:12][C@@H:11]([CH2:13][N:14]([CH:31]([CH3:32])[CH3:33])[C:15](=[O:30])[C:16]2[CH:21]=[CH:20][C:19]([O:22][CH3:23])=[C:18]([O:24][CH2:25][CH2:26][CH2:27][O:28][CH3:29])[CH:17]=2)[C@H:10]([NH:34][C:44](=[O:45])[CH2:43][Cl:42])[CH2:9]1)=[O:7])([CH3:3])([CH3:4])[CH3:2], predict the reactants needed to synthesize it. The reactants are: [C:1]([O:5][C:6]([N:8]1[CH2:12][C@@H:11]([CH2:13][N:14]([CH:31]([CH3:33])[CH3:32])[C:15](=[O:30])[C:16]2[CH:21]=[CH:20][C:19]([O:22][CH3:23])=[C:18]([O:24][CH2:25][CH2:26][CH2:27][O:28][CH3:29])[CH:17]=2)[C@H:10]([NH2:34])[CH2:9]1)=[O:7])([CH3:4])([CH3:3])[CH3:2].C(N(CC)CC)C.[Cl:42][CH2:43][C:44](Cl)=[O:45].C([O-])(O)=O.[Na+]. (2) Given the product [CH3:19][O:18][CH2:17][CH2:16][N:1]1[CH2:2][CH2:3][CH:4]([NH:7][C:8](=[O:14])[O:9][C:10]([CH3:11])([CH3:13])[CH3:12])[CH2:5][CH2:6]1, predict the reactants needed to synthesize it. The reactants are: [NH:1]1[CH2:6][CH2:5][CH:4]([NH:7][C:8](=[O:14])[O:9][C:10]([CH3:13])([CH3:12])[CH3:11])[CH2:3][CH2:2]1.Br[CH2:16][CH2:17][O:18][CH3:19].[I-].[K+].C([O-])([O-])=O.[K+].[K+]. (3) Given the product [O:26]1[CH2:27][CH2:28][CH2:29][CH2:30][CH:25]1[O:24][CH2:23][CH2:22][CH2:21][CH2:20][CH2:19][CH2:18][N:1]1[CH:5]=[CH:4][CH:3]=[CH:2]1, predict the reactants needed to synthesize it. The reactants are: [NH:1]1[CH:5]=[CH:4][CH:3]=[CH:2]1.CCCCCC.C([Li])CCC.Br[CH2:18][CH2:19][CH2:20][CH2:21][CH2:22][CH2:23][O:24][CH:25]1[CH2:30][CH2:29][CH2:28][CH2:27][O:26]1.O. (4) Given the product [C:47]([C@H:43]1[CH2:44][CH2:45][CH2:46][N:42]1[C:40](=[O:41])[CH2:39][O:38][C:18]1[CH:19]=[C:20]([CH:21]=[C:16]([O:15][CH2:14][C:13](=[O:54])[N:9]2[CH2:10][CH2:11][CH2:12][C@@H:8]2[C:6]([OH:7])=[O:5])[CH:17]=1)[O:22][CH2:23][C:24]([N:25]1[CH2:29][CH2:28][CH2:27][C@@H:26]1[C:30]([OH:32])=[O:31])=[O:37])([OH:49])=[O:48], predict the reactants needed to synthesize it. The reactants are: C([O:5][C:6]([C@H:8]1[CH2:12][CH2:11][CH2:10][N:9]1[C:13](=[O:54])[CH2:14][O:15][C:16]1[CH:21]=[C:20]([O:22][CH2:23][C:24](=[O:37])[N:25]2[CH2:29][CH2:28][CH2:27][C@@H:26]2[C:30]([O:32]C(C)(C)C)=[O:31])[CH:19]=[C:18]([O:38][CH2:39][C:40]([N:42]2[CH2:46][CH2:45][CH2:44][C@@H:43]2[C:47]([O:49]C(C)(C)C)=[O:48])=[O:41])[CH:17]=1)=[O:7])(C)(C)C. (5) Given the product [C:7]([O:11][C:12](=[O:25])[NH:13][C:14]1[CH:19]=[C:18]([C:20]([F:23])([F:22])[F:21])[CH:17]=[CH:16][C:15]=1[CH:26]([OH:28])[CH3:27])([CH3:10])([CH3:9])[CH3:8], predict the reactants needed to synthesize it. The reactants are: CCCCCC.[C:7]([O:11][C:12](=[O:25])[NH:13][C:14]1[CH:19]=[C:18]([C:20]([F:23])([F:22])[F:21])[CH:17]=[CH:16][C:15]=1Br)([CH3:10])([CH3:9])[CH3:8].[CH:26](=[O:28])[CH3:27].[Cl-].[NH4+]. (6) Given the product [N:6]1[CH:11]=[CH:10][CH:9]=[C:8]([CH:12]=[CH:13][CH:14]([OH:15])[CH2:3][C:2]#[CH:1])[CH:7]=1, predict the reactants needed to synthesize it. The reactants are: [CH2:1](Br)[C:2]#[CH:3].[Mg].[N:6]1[CH:11]=[CH:10][CH:9]=[C:8]([CH:12]=[CH:13][CH:14]=[O:15])[CH:7]=1.OS(O)(=O)=O. (7) Given the product [Cl:1][C:2]1[C:7]([C:36]2[N:37]([CH3:41])[CH:38]=[CH:39][N:40]=2)=[CH:6][C:5]([NH:17][C:18](=[O:33])[C:19]2[CH:24]=[CH:23][C:22]([O:25][CH2:26][C:27]3[CH:32]=[CH:31][CH:30]=[CH:29][N:28]=3)=[CH:21][CH:20]=2)=[C:4]([CH3:34])[CH:3]=1, predict the reactants needed to synthesize it. The reactants are: [Cl:1][C:2]1[C:7](B2OC(C)(C)C(C)(C)O2)=[CH:6][C:5]([NH:17][C:18](=[O:33])[C:19]2[CH:24]=[CH:23][C:22]([O:25][CH2:26][C:27]3[CH:32]=[CH:31][CH:30]=[CH:29][N:28]=3)=[CH:21][CH:20]=2)=[C:4]([CH3:34])[CH:3]=1.Br[C:36]1[N:37]([CH3:41])[CH:38]=[CH:39][N:40]=1.CC([O-])=O.[K+].